This data is from Forward reaction prediction with 1.9M reactions from USPTO patents (1976-2016). The task is: Predict the product of the given reaction. (1) Given the reactants [C:1]([C:3]1[C:26](=[O:27])[C@@H:25]([CH3:28])[C@@H:6]2[CH2:7][CH2:8][C:9]3[CH:10]=[N:11][C:12]([C:15]4[CH:24]=[CH:23][C:18]([C:19]([O:21]C)=[O:20])=[CH:17][CH:16]=4)=[N:13][C:14]=3[C@@:5]2([C:29]2[CH:34]=[CH:33][CH:32]=[CH:31][CH:30]=2)[CH:4]=1)#[N:2].O.O.[OH-].[Li+].Cl, predict the reaction product. The product is: [C:1]([C:3]1[C:26](=[O:27])[C@@H:25]([CH3:28])[C@@H:6]2[CH2:7][CH2:8][C:9]3[CH:10]=[N:11][C:12]([C:15]4[CH:24]=[CH:23][C:18]([C:19]([OH:21])=[O:20])=[CH:17][CH:16]=4)=[N:13][C:14]=3[C@@:5]2([C:29]2[CH:34]=[CH:33][CH:32]=[CH:31][CH:30]=2)[CH:4]=1)#[N:2]. (2) Given the reactants [CH3:1][C:2]1[O:6][C:5]([C:7]([O:9][CH3:10])=[O:8])=[CH:4][CH:3]=1.[Cl-].[Al+3].[Cl-].[Cl-].[Br:15]Br.O, predict the reaction product. The product is: [Br:15][C:3]1[CH:4]=[C:5]([C:7]([O:9][CH3:10])=[O:8])[O:6][C:2]=1[CH3:1]. (3) Given the reactants Cl[C:2]1[CH:7]=[CH:6][CH:5]=[C:4]([O:8][CH:9]2[CH2:14][CH2:13][N:12]([CH2:15][CH:16]3[CH2:18][CH2:17]3)[CH2:11][CH2:10]2)[N:3]=1.C(=[NH:32])(C1C=CC=CC=1)C1C=CC=CC=1.CC(C)([O-])C.[Na+].C1(C)C=CC=CC=1, predict the reaction product. The product is: [CH:16]1([CH2:15][N:12]2[CH2:13][CH2:14][CH:9]([O:8][C:4]3[N:3]=[C:2]([NH2:32])[CH:7]=[CH:6][CH:5]=3)[CH2:10][CH2:11]2)[CH2:18][CH2:17]1. (4) Given the reactants C(=O)([O-])[O-].[Cs+].[Cs+].Br[CH2:8][CH2:9][O:10][Si:11]([C:14]([CH3:17])([CH3:16])[CH3:15])([CH3:13])[CH3:12].[CH:18]1[C:28]2[C:27]3[CH:29]=[CH:30][CH:31]=[CH:32][C:26]=3[CH2:25][C:24](=[O:33])[NH:23][C:22]=2[N:21]=[CH:20][CH:19]=1.O, predict the reaction product. The product is: [Si:11]([O:10][CH2:9][CH2:8][N:23]1[C:22]2[N:21]=[CH:20][CH:19]=[CH:18][C:28]=2[C:27]2[CH:29]=[CH:30][CH:31]=[CH:32][C:26]=2[CH2:25][C:24]1=[O:33])([C:14]([CH3:17])([CH3:16])[CH3:15])([CH3:13])[CH3:12].